Task: Regression. Given a peptide amino acid sequence and an MHC pseudo amino acid sequence, predict their binding affinity value. This is MHC class II binding data.. Dataset: Peptide-MHC class II binding affinity with 134,281 pairs from IEDB (1) The peptide sequence is PAKNIYSFNEIVALW. The binding affinity (normalized) is 0.653. The MHC is HLA-DQA10101-DQB10501 with pseudo-sequence HLA-DQA10101-DQB10501. (2) The peptide sequence is YREEIYRKGLGNFVQ. The MHC is DRB3_0101 with pseudo-sequence DRB3_0101. The binding affinity (normalized) is 0.514. (3) The peptide sequence is TATELNNALQNLART. The MHC is HLA-DQA10102-DQB10602 with pseudo-sequence HLA-DQA10102-DQB10602. The binding affinity (normalized) is 0.236. (4) The peptide sequence is KAQGKTLGVNMVRRG. The MHC is HLA-DQA10501-DQB10302 with pseudo-sequence HLA-DQA10501-DQB10302. The binding affinity (normalized) is 0.302.